The task is: Predict which catalyst facilitates the given reaction.. This data is from Catalyst prediction with 721,799 reactions and 888 catalyst types from USPTO. (1) Reactant: [F:1][C:2]1[CH:11]=[C:10]2[C:5]([CH2:6][CH2:7][C:8](=[O:12])[NH:9]2)=[CH:4][CH:3]=1.[Br:13]N1C(=O)CCC1=O. Product: [Br:13][C:3]1[CH:4]=[C:5]2[C:10](=[CH:11][C:2]=1[F:1])[NH:9][C:8](=[O:12])[CH2:7][CH2:6]2. The catalyst class is: 9. (2) Product: [Br:1][C:2]1[CH:3]=[CH:4][C:5]2[S:9](=[O:10])(=[O:11])[N:8]([C:12]([CH3:14])([CH3:13])[CH3:15])[CH2:7][C:6]=2[CH:17]=1. Reactant: [Br:1][C:2]1[CH:3]=[CH:4][C:5]2[S:9](=[O:11])(=[O:10])[N:8]([C:12]([CH3:15])([CH3:14])[CH3:13])[C:7](=O)[C:6]=2[CH:17]=1.S(C)C. The catalyst class is: 1.